From a dataset of Catalyst prediction with 721,799 reactions and 888 catalyst types from USPTO. Predict which catalyst facilitates the given reaction. (1) The catalyst class is: 2. Reactant: [F:1][CH:2]([F:12])[O:3][C:4]1[N:9]=[C:8]([CH2:10]O)[CH:7]=[CH:6][CH:5]=1.C(Br)(Br)(Br)[Br:14].C1C=CC(P(C2C=CC=CC=2)C2C=CC=CC=2)=CC=1. Product: [Br:14][CH2:10][C:8]1[CH:7]=[CH:6][CH:5]=[C:4]([O:3][CH:2]([F:12])[F:1])[N:9]=1. (2) Reactant: [NH2:1][C:2]1[C:11]2[N:10]=[CH:9][C:8]([CH2:12][CH2:13][C:14]3[CH:19]=[CH:18][C:17]([O:20][CH3:21])=[CH:16][C:15]=3[CH3:22])=[CH:7][C:6]=2[C:5]2[CH:23]=[CH:24][C:25]([CH:27]=[O:28])=[CH:26][C:4]=2[N:3]=1.[P:29]([O:40][Si](C)(C)C)([O:35][Si](C)(C)C)[O:30][Si](C)(C)C. Product: [NH2:1][C:2]1[C:11]2[N:10]=[CH:9][C:8]([CH2:12][CH2:13][C:14]3[CH:19]=[CH:18][C:17]([O:20][CH3:21])=[CH:16][C:15]=3[CH3:22])=[CH:7][C:6]=2[C:5]2[CH:23]=[CH:24][C:25]([C:27]([P:29](=[O:30])([OH:40])[OH:35])=[O:28])=[CH:26][C:4]=2[N:3]=1. The catalyst class is: 11. (3) Reactant: N(C(OC(C)C)=O)=NC(O[CH:6](C)[CH3:7])=O.[O:15]=[C:16]1[C:24]2[C:19](=[CH:20][CH:21]=[CH:22][CH:23]=2)[C:18](=[O:25])[N:17]1[NH:26][C:27](=[O:33])[O:28][C:29]([CH3:32])([CH3:31])[CH3:30].C1(P(C2C=CC=CC=2)C2C=CC=CC=2)C=CC=CC=1.C(O)C. Product: [O:25]=[C:18]1[C:19]2[C:24](=[CH:23][CH:22]=[CH:21][CH:20]=2)[C:16](=[O:15])[N:17]1[N:26]([CH2:6][CH3:7])[C:27](=[O:33])[O:28][C:29]([CH3:30])([CH3:32])[CH3:31]. The catalyst class is: 1. (4) Reactant: FC(F)(F)C(O)=O.[Cl:8][C:9]1[CH:10]=[C:11]([CH:22]=[CH:23][C:24]=1[Cl:25])[O:12][CH:13]1[CH2:18][CH2:17][N:16]([CH2:19][CH2:20][NH2:21])[CH2:15][CH2:14]1.C(N(CC)CC)C.[CH3:33][O:34][C:35]1[CH:36]=[C:37]([CH:41]=[CH:42][CH:43]=1)[C:38](Cl)=[O:39].O. Product: [ClH:8].[Cl:8][C:9]1[CH:10]=[C:11]([CH:22]=[CH:23][C:24]=1[Cl:25])[O:12][CH:13]1[CH2:14][CH2:15][N:16]([CH2:19][CH2:20][NH:21][C:38](=[O:39])[C:37]2[CH:41]=[CH:42][CH:43]=[C:35]([O:34][CH3:33])[CH:36]=2)[CH2:17][CH2:18]1. The catalyst class is: 4. (5) Reactant: Br[C:2]1[CH:7]=[CH:6][C:5]([C:8]2([C:11]3[N:15]4[CH2:16][CH2:17][S:18][C:19]([CH2:22][O:23][Si](C(C)(C)C)(C)C)([CH3:21])[CH2:20][C:14]4=[N:13][N:12]=3)[CH2:10][CH2:9]2)=[CH:4][C:3]=1[F:31].[C:32]1(B(O)O)[CH:37]=[CH:36][CH:35]=[CH:34][CH:33]=1.C(=O)([O-])[O-].[K+].[K+].C(=O)([O-])O.[Na+]. Product: [F:31][C:3]1[CH:4]=[C:5]([C:8]2([C:11]3[N:15]4[CH2:16][CH2:17][S:18][C:19]([CH2:22][OH:23])([CH3:21])[CH2:20][C:14]4=[N:13][N:12]=3)[CH2:9][CH2:10]2)[CH:6]=[CH:7][C:2]=1[C:32]1[CH:37]=[CH:36][CH:35]=[CH:34][CH:33]=1. The catalyst class is: 437. (6) Reactant: [F:1][C:2]1[CH:58]=[C:57]([O:59]CC2C=CC=CC=2)[CH:56]=[CH:55][C:3]=1[CH2:4][C:5]1[C:6]([O:14][C@:15]2([O:45][C@H:44]([CH2:46][O:47]CC3C=CC=CC=3)[C@@H:35]([O:36]CC3C=CC=CC=3)[C@H:26]([O:27]CC3C=CC=CC=3)[C@H:17]2[O:18]CC2C=CC=CC=2)[OH:16])=[N:7][N:8]([CH:11]([CH3:13])[CH3:12])[C:9]=1[CH3:10]. Product: [F:1][C:2]1[CH:58]=[C:57]([OH:59])[CH:56]=[CH:55][C:3]=1[CH2:4][C:5]1[C:6]([O:14][C@:15]2([O:45][C@H:44]([CH2:46][OH:47])[C@@H:35]([OH:36])[C@H:26]([OH:27])[C@H:17]2[OH:18])[OH:16])=[N:7][N:8]([CH:11]([CH3:13])[CH3:12])[C:9]=1[CH3:10]. The catalyst class is: 50. (7) The catalyst class is: 54. Product: [CH3:18][O:1][C@H:2]1[CH2:7][CH2:6][CH2:5][N:4]([C:8]([O:10][C:11]([CH3:14])([CH3:13])[CH3:12])=[O:9])[CH2:3]1. Reactant: [OH:1][C@H:2]1[CH2:7][CH2:6][CH2:5][N:4]([C:8]([O:10][C:11]([CH3:14])([CH3:13])[CH3:12])=[O:9])[CH2:3]1.[H-].[Na+].I[CH3:18].